Predict which catalyst facilitates the given reaction. From a dataset of Catalyst prediction with 721,799 reactions and 888 catalyst types from USPTO. (1) The catalyst class is: 84. Reactant: [CH2:1]([O:3][C:4](=[O:36])[CH2:5][O:6][C:7]1[CH:12]=[CH:11][C:10]([S:13]([N:16]2[CH2:25][CH:24]([CH2:26][CH2:27][C:28]3[CH:33]=[CH:32][CH:31]=[CH:30][CH:29]=3)[C:23]3[C:18](=[CH:19][C:20]([OH:34])=[CH:21][CH:22]=3)[CH2:17]2)(=[O:15])=[O:14])=[CH:9][C:8]=1[CH3:35])[CH3:2].N1C=CC=CC=1.[F:43][C:44]([F:57])([F:56])[S:45](O[S:45]([C:44]([F:57])([F:56])[F:43])(=[O:47])=[O:46])(=[O:47])=[O:46]. Product: [CH2:1]([O:3][C:4](=[O:36])[CH2:5][O:6][C:7]1[CH:12]=[CH:11][C:10]([S:13]([N:16]2[CH2:25][CH:24]([CH2:26][CH2:27][C:28]3[CH:29]=[CH:30][CH:31]=[CH:32][CH:33]=3)[C:23]3[C:18](=[CH:19][C:20]([O:34][S:45]([C:44]([F:57])([F:56])[F:43])(=[O:47])=[O:46])=[CH:21][CH:22]=3)[CH2:17]2)(=[O:15])=[O:14])=[CH:9][C:8]=1[CH3:35])[CH3:2]. (2) Reactant: C[O:2][C:3](=[O:27])[C:4]1[CH:9]=[CH:8][C:7]([C:10]2[O:11][C:12]([C:15]3[C:16]([C:21]4[CH:26]=[CH:25][CH:24]=[CH:23][CH:22]=4)=[N:17][O:18][C:19]=3[CH3:20])=[N:13][N:14]=2)=[CH:6][CH:5]=1.[OH-].[Na+]. Product: [CH3:20][C:19]1[O:18][N:17]=[C:16]([C:21]2[CH:22]=[CH:23][CH:24]=[CH:25][CH:26]=2)[C:15]=1[C:12]1[O:11][C:10]([C:7]2[CH:6]=[CH:5][C:4]([C:3]([OH:27])=[O:2])=[CH:9][CH:8]=2)=[N:14][N:13]=1. The catalyst class is: 5. (3) Reactant: [Br:1][C:2]1[CH:3]=[C:4]([CH:7]=O)[S:5][CH:6]=1.O1CCCC1.[CH3:14][NH2:15].CO. Product: [Br:1][C:2]1[CH:3]=[C:4]([CH2:7][NH:15][CH3:14])[S:5][CH:6]=1. The catalyst class is: 5. (4) Reactant: [Cl:1][C:2]1[CH:3]=[C:4]([C:8](=[N:20]O)[CH2:9][C:10]2[CH:15]=[CH:14][C:13]([C:16]([F:19])([F:18])[F:17])=[CH:12][N:11]=2)[CH:5]=[CH:6][CH:7]=1.CS(Cl)(=O)=O.C(N(CC)CC)C. Product: [Cl:1][C:2]1[CH:3]=[C:4]([C:8]2[CH:9]=[C:10]3[CH:15]=[CH:14][C:13]([C:16]([F:19])([F:18])[F:17])=[CH:12][N:11]3[N:20]=2)[CH:5]=[CH:6][CH:7]=1. The catalyst class is: 57. (5) Reactant: [CH2:1]([N:8]1[CH2:13][CH2:12][N:11]([C:14]2[C:23]3[C:18](=[CH:19][CH:20]=[C:21]([C:24]([C:33]4[CH:38]=[CH:37][C:36]([Cl:39])=[CH:35][CH:34]=4)([C:26]4[CH:31]=[CH:30][C:29]([Cl:32])=[CH:28][CH:27]=4)O)[CH:22]=3)[N:17]=[N:16][CH:15]=2)[CH2:10][CH2:9]1)[C:2]1[CH:7]=[CH:6][CH:5]=[CH:4][CH:3]=1.[SiH](CC)(CC)CC.FC(F)(F)C(O)=O. Product: [CH2:1]([N:8]1[CH2:9][CH2:10][N:11]([C:14]2[C:23]3[C:18](=[CH:19][CH:20]=[C:21]([CH:24]([C:33]4[CH:34]=[CH:35][C:36]([Cl:39])=[CH:37][CH:38]=4)[C:26]4[CH:31]=[CH:30][C:29]([Cl:32])=[CH:28][CH:27]=4)[CH:22]=3)[N:17]=[N:16][CH:15]=2)[CH2:12][CH2:13]1)[C:2]1[CH:7]=[CH:6][CH:5]=[CH:4][CH:3]=1. The catalyst class is: 4.